This data is from Peptide-MHC class II binding affinity with 134,281 pairs from IEDB. The task is: Regression. Given a peptide amino acid sequence and an MHC pseudo amino acid sequence, predict their binding affinity value. This is MHC class II binding data. The peptide sequence is LIEKINAGFKAAVAA. The MHC is HLA-DPA10103-DPB10401 with pseudo-sequence HLA-DPA10103-DPB10401. The binding affinity (normalized) is 0.0928.